Dataset: Full USPTO retrosynthesis dataset with 1.9M reactions from patents (1976-2016). Task: Predict the reactants needed to synthesize the given product. (1) Given the product [F:1][C:2]1[CH:3]=[CH:4][C:5]([C:8]2[CH:9]=[N:10][N:11]([CH2:13][C@@H:14]([N:16]([CH2:34][CH2:35][OH:36])[C:17](=[O:30])[C:18]3[CH:23]=[C:22]([CH3:24])[CH:21]=[CH:20][C:19]=3[N:25]3[N:29]=[CH:28][CH:27]=[N:26]3)[CH3:15])[CH:12]=2)=[N:6][CH:7]=1, predict the reactants needed to synthesize it. The reactants are: [F:1][C:2]1[CH:3]=[CH:4][C:5]([C:8]2[CH:9]=[N:10][N:11]([CH2:13][C@@H:14]([NH:16][C:17](=[O:30])[C:18]3[CH:23]=[C:22]([CH3:24])[CH:21]=[CH:20][C:19]=3[N:25]3[N:29]=[CH:28][CH:27]=[N:26]3)[CH3:15])[CH:12]=2)=[N:6][CH:7]=1.[H-].[Na+].Br[CH2:34][CH2:35][O:36]C1CCCCO1.O. (2) Given the product [CH3:49][O:50][C:51]1[CH:52]=[C:53]([C:57]2[CH:58]=[C:59]([NH:63][C:22]([C:17]3[C:18](=[O:21])[O:19][C:20]4[C:15]([CH:16]=3)=[CH:14][CH:13]=[CH:12][C:11]=4[OH:10])=[O:24])[CH:60]=[CH:61][CH:62]=2)[CH:54]=[N:55][CH:56]=1, predict the reactants needed to synthesize it. The reactants are: CCN(C(C)C)C(C)C.[OH:10][C:11]1[CH:12]=[CH:13][CH:14]=[C:15]2[C:20]=1[O:19][C:18](=[O:21])[C:17]([C:22]([OH:24])=O)=[CH:16]2.CN(C(ON1N=NC2C=CC=NC1=2)=[N+](C)C)C.F[P-](F)(F)(F)(F)F.[CH3:49][O:50][C:51]1[CH:52]=[C:53]([C:57]2[CH:58]=[C:59]([NH2:63])[CH:60]=[CH:61][CH:62]=2)[CH:54]=[N:55][CH:56]=1.